This data is from Full USPTO retrosynthesis dataset with 1.9M reactions from patents (1976-2016). The task is: Predict the reactants needed to synthesize the given product. Given the product [CH:30]1([O:29][C:11]2[C:12]([O:27][CH3:28])=[CH:13][CH:14]=[C:15]3[C:10]=2[N:9]=[C:8]([O:7][CH3:37])[CH:17]=[C:16]3[NH:18][C:19]2[C:24]([Cl:25])=[CH:23][N:22]=[CH:21][C:20]=2[Cl:26])[CH2:34][CH2:33][CH2:32][CH2:31]1, predict the reactants needed to synthesize it. The reactants are: [Na].FC(F)(F)S([O:7][C:8]1[CH:17]=[C:16]([NH:18][C:19]2[C:24]([Cl:25])=[CH:23][N:22]=[CH:21][C:20]=2[Cl:26])[C:15]2[C:10](=[C:11]([O:29][CH:30]3[CH2:34][CH2:33][CH2:32][CH2:31]3)[C:12]([O:27][CH3:28])=[CH:13][CH:14]=2)[N:9]=1)(=O)=O.[CH3:37]O.